This data is from NCI-60 drug combinations with 297,098 pairs across 59 cell lines. The task is: Regression. Given two drug SMILES strings and cell line genomic features, predict the synergy score measuring deviation from expected non-interaction effect. (1) Drug 1: CC1OCC2C(O1)C(C(C(O2)OC3C4COC(=O)C4C(C5=CC6=C(C=C35)OCO6)C7=CC(=C(C(=C7)OC)O)OC)O)O. Drug 2: CC1=C(C(=O)C2=C(C1=O)N3CC4C(C3(C2COC(=O)N)OC)N4)N. Cell line: CCRF-CEM. Synergy scores: CSS=70.0, Synergy_ZIP=0.557, Synergy_Bliss=0.499, Synergy_Loewe=-0.835, Synergy_HSA=2.75. (2) Drug 1: CCC1(CC2CC(C3=C(CCN(C2)C1)C4=CC=CC=C4N3)(C5=C(C=C6C(=C5)C78CCN9C7C(C=CC9)(C(C(C8N6C=O)(C(=O)OC)O)OC(=O)C)CC)OC)C(=O)OC)O.OS(=O)(=O)O. Drug 2: C1=NC2=C(N1)C(=S)N=CN2. Cell line: SNB-75. Synergy scores: CSS=24.1, Synergy_ZIP=-9.70, Synergy_Bliss=-1.87, Synergy_Loewe=-5.23, Synergy_HSA=-2.09. (3) Drug 2: CC1=C2C(C(=O)C3(C(CC4C(C3C(C(C2(C)C)(CC1OC(=O)C(C(C5=CC=CC=C5)NC(=O)OC(C)(C)C)O)O)OC(=O)C6=CC=CC=C6)(CO4)OC(=O)C)OC)C)OC. Synergy scores: CSS=39.2, Synergy_ZIP=-1.26, Synergy_Bliss=-0.656, Synergy_Loewe=-8.33, Synergy_HSA=4.37. Cell line: CAKI-1. Drug 1: C1CCC(C1)C(CC#N)N2C=C(C=N2)C3=C4C=CNC4=NC=N3. (4) Synergy scores: CSS=-7.48, Synergy_ZIP=-1.75, Synergy_Bliss=-9.17, Synergy_Loewe=-7.49, Synergy_HSA=-8.57. Cell line: CAKI-1. Drug 1: CS(=O)(=O)C1=CC(=C(C=C1)C(=O)NC2=CC(=C(C=C2)Cl)C3=CC=CC=N3)Cl. Drug 2: COC1=NC(=NC2=C1N=CN2C3C(C(C(O3)CO)O)O)N. (5) Drug 1: C1=CC(=CC=C1CCCC(=O)O)N(CCCl)CCCl. Drug 2: CC1=C(C(=O)C2=C(C1=O)N3CC4C(C3(C2COC(=O)N)OC)N4)N. Cell line: HT29. Synergy scores: CSS=47.3, Synergy_ZIP=3.18, Synergy_Bliss=4.37, Synergy_Loewe=-4.23, Synergy_HSA=7.54. (6) Drug 1: CC1C(C(CC(O1)OC2CC(CC3=C2C(=C4C(=C3O)C(=O)C5=C(C4=O)C(=CC=C5)OC)O)(C(=O)CO)O)N)O.Cl. Drug 2: CC1=C(N=C(N=C1N)C(CC(=O)N)NCC(C(=O)N)N)C(=O)NC(C(C2=CN=CN2)OC3C(C(C(C(O3)CO)O)O)OC4C(C(C(C(O4)CO)O)OC(=O)N)O)C(=O)NC(C)C(C(C)C(=O)NC(C(C)O)C(=O)NCCC5=NC(=CS5)C6=NC(=CS6)C(=O)NCCC[S+](C)C)O. Cell line: HCC-2998. Synergy scores: CSS=11.9, Synergy_ZIP=-5.82, Synergy_Bliss=2.13, Synergy_Loewe=-1.13, Synergy_HSA=-1.55.